Dataset: Full USPTO retrosynthesis dataset with 1.9M reactions from patents (1976-2016). Task: Predict the reactants needed to synthesize the given product. (1) Given the product [CH3:13][O:12][Si:11]([O:16][CH3:17])([O:14][CH3:15])[CH2:10][CH2:9][CH:8]1[S:5][CH2:1][CH2:2][CH2:3][S:4]1, predict the reactants needed to synthesize it. The reactants are: [CH2:1]([SH:5])[CH2:2][CH2:3][SH:4].CO[CH:8](OC)[CH2:9][CH2:10][Si:11]([O:16][CH3:17])([O:14][CH3:15])[O:12][CH3:13].C1(C)C=CC(S(O)(=O)=O)=CC=1. (2) Given the product [CH3:12][N:7]1[CH2:6][C:5]2[C:9](=[CH:10][C:2]([B:13]3[O:17][C:16]([CH3:19])([CH3:18])[C:15]([CH3:21])([CH3:20])[O:14]3)=[CH:3][CH:4]=2)[C:8]1=[O:11], predict the reactants needed to synthesize it. The reactants are: Br[C:2]1[CH:10]=[C:9]2[C:5]([CH2:6][N:7]([CH3:12])[C:8]2=[O:11])=[CH:4][CH:3]=1.[B:13]1([B:13]2[O:17][C:16]([CH3:19])([CH3:18])[C:15]([CH3:21])([CH3:20])[O:14]2)[O:17][C:16]([CH3:19])([CH3:18])[C:15]([CH3:21])([CH3:20])[O:14]1.C([O-])(=O)C.[K+].CS(C)=O. (3) Given the product [Cl:19][C:9]1[C:10]2[S:15][CH:14]=[CH:13][C:11]=2[N:12]=[C:7]([C:2]2[CH:3]=[CH:4][CH:5]=[CH:6][N:1]=2)[N:8]=1, predict the reactants needed to synthesize it. The reactants are: [N:1]1[CH:6]=[CH:5][CH:4]=[CH:3][C:2]=1[C:7]1[N:8]=[C:9](O)[C:10]2[S:15][CH:14]=[CH:13][C:11]=2[N:12]=1.O=P(Cl)(Cl)[Cl:19]. (4) Given the product [CH2:24]([O:31]/[N:32]=[C:21](/[C:18]1[N:17]=[C:16]2[N:12]([CH2:11][C:7]3[CH:6]=[C:5]4[C:10](=[CH:9][CH:8]=3)[N:1]=[CH:2][CH:3]=[CH:4]4)[N:13]=[N:14][C:15]2=[N:20][CH:19]=1)\[CH3:22])[C:25]1[CH:30]=[CH:29][CH:28]=[CH:27][CH:26]=1, predict the reactants needed to synthesize it. The reactants are: [N:1]1[C:10]2[C:5](=[CH:6][C:7]([CH2:11][N:12]3[C:16]4=[N:17][C:18]([C:21](=O)[CH3:22])=[CH:19][N:20]=[C:15]4[N:14]=[N:13]3)=[CH:8][CH:9]=2)[CH:4]=[CH:3][CH:2]=1.[CH2:24]([O:31][NH2:32])[C:25]1[CH:30]=[CH:29][CH:28]=[CH:27][CH:26]=1. (5) The reactants are: O[CH2:2][C:3]1[CH:8]=[C:7]([N+:9]([O-:11])=[O:10])[CH:6]=[CH:5][C:4]=1[CH2:12][CH2:13][OH:14].C1(=O)NC(=O)CC1.C1(P(C2C=CC=CC=2)C2C=CC=CC=2)C=CC=CC=1.N(C(OCC)=O)=NC(OCC)=O. Given the product [N+:9]([C:7]1[CH:6]=[CH:5][C:4]2[CH2:12][CH2:13][O:14][CH2:2][C:3]=2[CH:8]=1)([O-:11])=[O:10], predict the reactants needed to synthesize it. (6) Given the product [F:16][C:17]1[CH:24]=[C:23]([N:25]2[CH2:26][CH2:27][O:28][CH2:29][CH2:30]2)[CH:22]=[CH:21][C:18]=1[CH2:19][N:7]1[CH2:6][CH:5]2[CH2:1][N:2]([C:9]([O:11][C:12]([CH3:15])([CH3:14])[CH3:13])=[O:10])[CH2:3][CH:4]2[CH2:8]1, predict the reactants needed to synthesize it. The reactants are: [CH2:1]1[CH:5]2[CH2:6][NH:7][CH2:8][CH:4]2[CH2:3][N:2]1[C:9]([O:11][C:12]([CH3:15])([CH3:14])[CH3:13])=[O:10].[F:16][C:17]1[CH:24]=[C:23]([N:25]2[CH2:30][CH2:29][O:28][CH2:27][CH2:26]2)[CH:22]=[CH:21][C:18]=1[CH:19]=O.C(O[BH-](OC(=O)C)OC(=O)C)(=O)C.[Na+]. (7) Given the product [NH2:1][C:2]([C:4]1[CH:5]=[N:6][C:7]2[C:12]([C:13]=1[NH:14][C:15]1[CH:16]=[C:17]([CH:23]=[CH:24][CH:25]=1)[C:18]([OH:20])=[O:19])=[CH:11][CH:10]=[C:9]([C:26]1[CH:31]=[C:30]([CH3:32])[N:29]=[C:28]([Cl:33])[CH:27]=1)[CH:8]=2)=[O:3], predict the reactants needed to synthesize it. The reactants are: [NH2:1][C:2]([C:4]1[CH:5]=[N:6][C:7]2[C:12]([C:13]=1[NH:14][C:15]1[CH:16]=[C:17]([CH:23]=[CH:24][CH:25]=1)[C:18]([O:20]CC)=[O:19])=[CH:11][CH:10]=[C:9]([C:26]1[CH:31]=[C:30]([CH3:32])[N:29]=[C:28]([Cl:33])[CH:27]=1)[CH:8]=2)=[O:3].[OH-].[Na+]. (8) Given the product [CH2:3]([CH:8]1[CH2:12][CH2:11][CH:10]([CH2:13][CH2:14][CH2:15][CH2:16][CH3:17])[CH:9]1[OH:18])[CH2:4][CH2:5][CH2:6][CH3:7], predict the reactants needed to synthesize it. The reactants are: B.[Na].[CH2:3]([CH:8]1[CH2:12][CH2:11][CH:10]([CH2:13][CH2:14][CH2:15][CH2:16][CH3:17])[C:9]1=[O:18])[CH2:4][CH2:5][CH2:6][CH3:7].Cl. (9) Given the product [OH:10][C:4]1[C:5]([O:8][CH3:9])=[CH:6][C:7]([CH3:26])=[CH:2][C:3]=1[C:17]1[CH:18]=[C:19]([C:21]([CH3:24])([CH3:23])[CH3:22])[CH:20]=[C:15]([C:11]([CH3:14])([CH3:13])[CH3:12])[C:16]=1[OH:25], predict the reactants needed to synthesize it. The reactants are: C[C:2]1[CH:3]=[C:4]([OH:10])[C:5]([O:8][CH3:9])=[CH:6][CH:7]=1.[C:11]([C:15]1[CH:20]=[C:19]([C:21]([CH3:24])([CH3:23])[CH3:22])[CH:18]=[CH:17][C:16]=1[OH:25])([CH3:14])([CH3:13])[CH3:12].[CH3:26]CO[Si](OCC)(OCC)C.